From a dataset of Full USPTO retrosynthesis dataset with 1.9M reactions from patents (1976-2016). Predict the reactants needed to synthesize the given product. (1) Given the product [C:1]([C:5]1[CH:10]=[CH:9][C:8]([NH:11][C:12]2[N:17]=[C:16]([NH2:18])[N:15]=[C:14]([O:28][CH2:27][C:22]3[CH:23]=[CH:24][CH:25]=[CH:26][C:21]=3[F:20])[N:13]=2)=[CH:7][CH:6]=1)([CH3:4])([CH3:3])[CH3:2], predict the reactants needed to synthesize it. The reactants are: [C:1]([C:5]1[CH:10]=[CH:9][C:8]([NH:11][C:12]2[N:17]=[C:16]([NH2:18])[N:15]=[C:14](Cl)[N:13]=2)=[CH:7][CH:6]=1)([CH3:4])([CH3:3])[CH3:2].[F:20][C:21]1[CH:26]=[CH:25][CH:24]=[CH:23][C:22]=1[CH2:27][OH:28].[H-].[Na+]. (2) Given the product [NH:8]1[CH2:9][CH2:10][CH:11]([N:14]2[C:19](=[O:20])[CH2:18][O:17][C:16]3[CH:21]=[CH:22][CH:23]=[N:24][C:15]2=3)[CH2:12][CH2:13]1, predict the reactants needed to synthesize it. The reactants are: C(OC([N:8]1[CH2:13][CH2:12][CH:11]([N:14]2[C:19](=[O:20])[CH2:18][O:17][C:16]3[CH:21]=[CH:22][CH:23]=[N:24][C:15]2=3)[CH2:10][CH2:9]1)=O)(C)(C)C.C(O)(C(F)(F)F)=O. (3) Given the product [OH:27][C@H:18]([CH2:19][C:20](=[O:26])[CH2:21][C:22]([OH:25])([CH3:23])[CH3:24])[C:17]([N:14]1[CH2:13][CH2:12][N:11]([C:9]2[C:41]3[C:36](=[CH:37][C:38]([CH3:42])=[CH:39][CH:40]=3)[N:35]=[C:34]([C:43]3[CH:48]=[CH:47][CH:46]=[CH:45][C:44]=3[OH:49])[N:33]=2)[CH2:16][CH2:15]1)=[O:28], predict the reactants needed to synthesize it. The reactants are: C(O[C:9]([N:11]1[CH2:16][CH2:15][N:14]([C:17](=[O:28])[C@H:18]([OH:27])[CH2:19][C:20](=[O:26])[CH2:21][C:22]([OH:25])([CH3:24])[CH3:23])[CH2:13][CH2:12]1)=O)C1C=CC=CC=1.CO.ClC1[C:41]2[C:36](=[CH:37][C:38]([CH3:42])=[CH:39][CH:40]=2)[N:35]=[C:34]([C:43]2[CH:48]=[CH:47][CH:46]=[CH:45][C:44]=2[OH:49])[N:33]=1.C(N(CC)CC)C. (4) Given the product [OH:6][NH:5][C:3](=[O:4])[C:2]([CH3:1])([S:28]([CH3:31])(=[O:30])=[O:29])[CH2:13][CH2:14][C:15]1[CH:16]=[CH:17][C:18]([S:21][C:22]2[CH:27]=[CH:26][CH:25]=[CH:24][CH:23]=2)=[CH:19][CH:20]=1, predict the reactants needed to synthesize it. The reactants are: [CH3:1][C:2]([S:28]([CH3:31])(=[O:30])=[O:29])([CH2:13][CH2:14][C:15]1[CH:20]=[CH:19][C:18]([S:21][C:22]2[CH:27]=[CH:26][CH:25]=[CH:24][CH:23]=2)=[CH:17][CH:16]=1)[C:3]([NH:5][O:6]C1CCCCO1)=[O:4].Cl.CO. (5) Given the product [OH:4][CH:3]([C:9]1[N:5]=[C:6]([CH2:10][OH:11])[NH:7][CH:8]=1)[CH3:2], predict the reactants needed to synthesize it. The reactants are: Br[CH2:2][CH2:3][OH:4].[NH:5]1[CH:9]=[CH:8][N:7]=[C:6]1[CH2:10][OH:11].